Dataset: Catalyst prediction with 721,799 reactions and 888 catalyst types from USPTO. Task: Predict which catalyst facilitates the given reaction. Reactant: Cl[C:2](Cl)([O:4]C(=O)OC(Cl)(Cl)Cl)Cl.[CH:13]1([CH2:16][OH:17])[CH2:15][CH2:14]1.CCN(C(C)C)C(C)C.[C:27]([O:31][C:32]([N:34]1[CH2:39][CH2:38][NH:37][CH2:36][CH2:35]1)=[O:33])([CH3:30])([CH3:29])[CH3:28]. Product: [CH:13]1([CH2:16][O:17][C:2]([N:37]2[CH2:38][CH2:39][N:34]([C:32]([O:31][C:27]([CH3:30])([CH3:28])[CH3:29])=[O:33])[CH2:35][CH2:36]2)=[O:4])[CH2:15][CH2:14]1. The catalyst class is: 4.